Dataset: Peptide-MHC class I binding affinity with 185,985 pairs from IEDB/IMGT. Task: Regression. Given a peptide amino acid sequence and an MHC pseudo amino acid sequence, predict their binding affinity value. This is MHC class I binding data. (1) The binding affinity (normalized) is 0.0847. The peptide sequence is MRIGSMATL. The MHC is HLA-B57:01 with pseudo-sequence HLA-B57:01. (2) The peptide sequence is VMVKINPTL. The MHC is HLA-A02:01 with pseudo-sequence HLA-A02:01. The binding affinity (normalized) is 0.932.